From a dataset of Reaction yield outcomes from USPTO patents with 853,638 reactions. Predict the reaction yield, written as a fraction of the theoretical maximum amount of product (1.0 means a 100% yield; for example, 0.34 means a 34% yield). (1) The product is [CH:21]1([CH2:25][N:26]([CH2:27][CH3:28])[C:8]2[N:13]=[C:12]3[N:14]([CH3:18])[N:15]=[C:16]([CH3:17])[C:11]3=[CH:10][C:9]=2[CH:19]=[O:20])[CH2:24][CH2:23][CH2:22]1. The catalyst is CN(C=O)C.C(OCC)(=O)C. The reactants are C(=O)([O-])[O-].[K+].[K+].Cl[C:8]1[N:13]=[C:12]2[N:14]([CH3:18])[N:15]=[C:16]([CH3:17])[C:11]2=[CH:10][C:9]=1[CH:19]=[O:20].[CH:21]1([CH2:25][NH:26][CH2:27][CH3:28])[CH2:24][CH2:23][CH2:22]1.O. The yield is 0.870. (2) The reactants are N1C=CC=CC=1.[Br:7][CH2:8][C:9](Br)=[O:10].[C:12]1([C:18]([OH:21])([CH3:20])[CH3:19])[CH:17]=[CH:16][CH:15]=[CH:14][CH:13]=1. The catalyst is ClCCl. The product is [Br:7][CH2:8][C:9]([O:21][C:18]([C:12]1[CH:17]=[CH:16][CH:15]=[CH:14][CH:13]=1)([CH3:20])[CH3:19])=[O:10]. The yield is 0.300.